This data is from NCI-60 drug combinations with 297,098 pairs across 59 cell lines. The task is: Regression. Given two drug SMILES strings and cell line genomic features, predict the synergy score measuring deviation from expected non-interaction effect. Drug 1: C1CCC(C1)C(CC#N)N2C=C(C=N2)C3=C4C=CNC4=NC=N3. Drug 2: C(=O)(N)NO. Cell line: HS 578T. Synergy scores: CSS=-9.75, Synergy_ZIP=3.48, Synergy_Bliss=0.270, Synergy_Loewe=-7.30, Synergy_HSA=-5.93.